From a dataset of Microsomal clearance measurements from AstraZeneca. Regression/Classification. Given a drug SMILES string, predict its absorption, distribution, metabolism, or excretion properties. Task type varies by dataset: regression for continuous measurements (e.g., permeability, clearance, half-life) or binary classification for categorical outcomes (e.g., BBB penetration, CYP inhibition). For this dataset (clearance_microsome_az), we predict log10(clearance) (log10 of the in vitro intrinsic clearance, CLint, in uL/min per mg of human liver microsomal protein, equivalently mL/min/g; values are censored to the assay range of 3 to 150, which is 0.477 to 2.18 on this log10 scale). (1) The molecule is COc1ccc(CC(=O)N(C)C2CCN(CCC(c3ccccc3)c3ccccc3)CC2)cc1OC. The log10(clearance) is 2.05. (2) The molecule is CCOc1ccc(-n2c([C@@H](C)N(CC3CCN(C)CC3)C(=O)Cc3ccc(F)c(C(F)(F)F)c3)nc3ncccc3c2=O)cc1. The log10(clearance) is 1.33. (3) The compound is CC(C)[C@H]1C(=O)N[C@H](CO)Cc2ccccc2N1C. The log10(clearance) is 1.49.